This data is from Forward reaction prediction with 1.9M reactions from USPTO patents (1976-2016). The task is: Predict the product of the given reaction. (1) Given the reactants [CH3:1][O:2][C:3]1[CH:4]=[CH:5][C:6]([Br:13])=[C:7]([CH2:9][C:10](Cl)=[O:11])[CH:8]=1.[CH3:14][NH:15][CH3:16], predict the reaction product. The product is: [CH3:14][N:15]([CH3:16])[C:10](=[O:11])[CH2:9][C:7]1[CH:8]=[C:3]([O:2][CH3:1])[CH:4]=[CH:5][C:6]=1[Br:13]. (2) Given the reactants [C:1]12([CH2:11][NH:12][C:13]([C:15]3[C:16]4[CH2:24][CH2:23][N:22](CC5C=CC=CC=5)[CH2:21][C:17]=4[N:18]=[CH:19][N:20]=3)=[O:14])[CH2:10][CH:5]3[CH2:6][CH:7]([CH2:9][CH:3]([CH2:4]3)[CH2:2]1)[CH2:8]2.C(Cl)Cl.CO, predict the reaction product. The product is: [C:1]12([CH2:11][NH:12][C:13]([C:15]3[C:16]4[CH2:24][CH2:23][NH:22][CH2:21][C:17]=4[N:18]=[CH:19][N:20]=3)=[O:14])[CH2:8][CH:7]3[CH2:9][CH:3]([CH2:4][CH:5]([CH2:6]3)[CH2:10]1)[CH2:2]2. (3) Given the reactants [NH2:1][C:2]1[C:11]2[C:6](=[CH:7][CH:8]=[CH:9][C:10]=2[O:12][CH2:13][C@@H:14]2[CH2:18][CH2:17][CH2:16][NH:15]2)[N:5]=[C:4]([CH3:19])[C:3]=1[C:20]([O:22][CH2:23][CH3:24])=[O:21].[C:25](OC(=O)C)(=[O:27])[CH3:26], predict the reaction product. The product is: [C:25]([N:15]1[CH2:16][CH2:17][CH2:18][C@H:14]1[CH2:13][O:12][C:10]1[CH:9]=[CH:8][CH:7]=[C:6]2[C:11]=1[C:2]([NH2:1])=[C:3]([C:20]([O:22][CH2:23][CH3:24])=[O:21])[C:4]([CH3:19])=[N:5]2)(=[O:27])[CH3:26]. (4) Given the reactants [F:1][C:2]([F:17])([F:16])[C:3]([CH:5]1[CH2:8][N:7]([C:9]([O:11][C:12]([CH3:15])([CH3:14])[CH3:13])=[O:10])[CH2:6]1)=[O:4].C[Si](C)(C)[C:20]([F:23])([F:22])[F:21].[F-].C([N+](CCCC)(CCCC)CCCC)CCC.Cl, predict the reaction product. The product is: [F:17][C:2]([F:1])([F:16])[C:3]([CH:5]1[CH2:6][N:7]([C:9]([O:11][C:12]([CH3:14])([CH3:13])[CH3:15])=[O:10])[CH2:8]1)([OH:4])[C:20]([F:23])([F:22])[F:21].